From a dataset of Reaction yield outcomes from USPTO patents with 853,638 reactions. Predict the reaction yield, written as a fraction of the theoretical maximum amount of product (1.0 means a 100% yield; for example, 0.34 means a 34% yield). (1) The reactants are [C@@H:1]1([NH:10][C:11]2[N:16]=[CH:15][N:14]=[C:13]([NH:17][C@@H:18]3[CH2:22][C@H:21]([CH2:23][O:24][S:25]([NH:28]C(=O)OC(C)(C)C)(=[O:27])=[O:26])[C@@H:20]([OH:36])[CH2:19]3)[CH:12]=2)[C:9]2[C:4](=[CH:5][CH:6]=[CH:7][CH:8]=2)[CH2:3][CH2:2]1.FC(F)(F)C(O)=O. The catalyst is C(Cl)Cl. The product is [S:25](=[O:27])(=[O:26])([O:24][CH2:23][C@H:21]1[CH2:22][C@@H:18]([NH:17][C:13]2[CH:12]=[C:11]([NH:10][C@@H:1]3[C:9]4[C:4](=[CH:5][CH:6]=[CH:7][CH:8]=4)[CH2:3][CH2:2]3)[N:16]=[CH:15][N:14]=2)[CH2:19][C@@H:20]1[OH:36])[NH2:28]. The yield is 0.300. (2) The product is [F:1][C:2]1[C:3]([O:10][CH3:11])=[C:4]([C:23]([CH3:25])([CH3:24])[C:22]#[N:26])[CH:5]=[CH:6][C:7]=1[CH3:8]. The catalyst is C1(C)C=CC=CC=1. The yield is 0.495. The reactants are [F:1][C:2]1[C:7]([CH3:8])=[CH:6][CH:5]=[C:4](F)[C:3]=1[O:10][CH3:11].C[Si](C)(C)[N-][Si](C)(C)C.[K+].[C:22](#[N:26])[CH:23]([CH3:25])[CH3:24].Cl.